Dataset: Forward reaction prediction with 1.9M reactions from USPTO patents (1976-2016). Task: Predict the product of the given reaction. (1) The product is: [F:1][C:2]1[CH:10]=[CH:9][C:5]([C:6]([O:8][C:14]([CH3:17])([CH3:16])[CH3:15])=[O:7])=[CH:4][C:3]=1[N+:11]([O-:13])=[O:12]. Given the reactants [F:1][C:2]1[CH:10]=[CH:9][C:5]([C:6]([OH:8])=[O:7])=[CH:4][C:3]=1[N+:11]([O-:13])=[O:12].[C:14](OC(O[C:14]([CH3:17])([CH3:16])[CH3:15])N(C)C)([CH3:17])([CH3:16])[CH3:15].C1(C)C=CC=CC=1.Cl, predict the reaction product. (2) Given the reactants Cl[C:2]1[CH:27]=[CH:26][C:5]([C:6]([NH:8][C:9]2[S:10][C:11]3[C:17]([N:18]4[CH2:23][CH2:22][O:21][CH2:20][CH2:19]4)=[CH:16][CH:15]=[C:14]([O:24][CH3:25])[C:12]=3[N:13]=2)=[O:7])=[CH:4][N:3]=1.[H-].[Na+].[CH3:30][OH:31], predict the reaction product. The product is: [CH3:30][O:31][C:2]1[CH:27]=[CH:26][C:5]([C:6]([NH:8][C:9]2[S:10][C:11]3[C:17]([N:18]4[CH2:23][CH2:22][O:21][CH2:20][CH2:19]4)=[CH:16][CH:15]=[C:14]([O:24][CH3:25])[C:12]=3[N:13]=2)=[O:7])=[CH:4][N:3]=1. (3) Given the reactants [Cl:1][C:2]1[CH:10]=[CH:9][C:5]([C:6]([OH:8])=[O:7])=[C:4]([CH3:11])[C:3]=1[N+:12]([O-:14])=[O:13].[CH3:15]O.S(Cl)(Cl)=O, predict the reaction product. The product is: [Cl:1][C:2]1[CH:10]=[CH:9][C:5]([C:6]([O:8][CH3:15])=[O:7])=[C:4]([CH3:11])[C:3]=1[N+:12]([O-:14])=[O:13]. (4) Given the reactants [NH2:1][C@@H:2]1[CH2:6][CH2:5][C@H:4]([O:7][Si](C(C)(C)C)(C2C=CC=CC=2)C2C=CC=CC=2)[C@@:3]1([CH3:26])[OH:25].[Cl:27][C:28]1[C:35]([CH3:36])=[C:34](F)[CH:33]=[CH:32][C:29]=1[C:30]#[N:31].[F-].C([N+](CCCC)(CCCC)CCCC)CCC.O, predict the reaction product. The product is: [Cl:27][C:28]1[C:35]([CH3:36])=[C:34]([NH:1][C@@H:2]2[CH2:6][CH2:5][C@H:4]([OH:7])[C@:3]2([OH:25])[CH3:26])[CH:33]=[CH:32][C:29]=1[C:30]#[N:31]. (5) Given the reactants [N:1]1[CH:6]=[CH:5][C:4]([CH3:7])=[CH:3][C:2]=1[CH3:8].ClC1C=C(C=CC=1)C(OO)=[O:14].S([O-])(O)=O.[Na+], predict the reaction product. The product is: [CH3:8][C:2]1[CH:3]=[C:4]([CH3:7])[CH:5]=[CH:6][N+:1]=1[O-:14]. (6) Given the reactants Br[C:2]1[CH:3]=[C:4]([C:16]([NH:18][CH2:19][C:20]2[C:21](=[O:28])[NH:22][C:23]([CH3:27])=[CH:24][C:25]=2[CH3:26])=[O:17])[C:5]2[CH:6]=[N:7][N:8]([CH:11]3[CH2:15][CH2:14][CH2:13][CH2:12]3)[C:9]=2[CH:10]=1.[CH3:29][N:30]1[CH:34]=[C:33](B2OC(C)(C)C(C)(C)O2)[CH:32]=[N:31]1, predict the reaction product. The product is: [CH:11]1([N:8]2[C:9]3[CH:10]=[C:2]([C:33]4[CH:32]=[N:31][N:30]([CH3:29])[CH:34]=4)[CH:3]=[C:4]([C:16]([NH:18][CH2:19][C:20]4[C:21](=[O:28])[NH:22][C:23]([CH3:27])=[CH:24][C:25]=4[CH3:26])=[O:17])[C:5]=3[CH:6]=[N:7]2)[CH2:15][CH2:14][CH2:13][CH2:12]1. (7) Given the reactants CCN(C(C)C)C(C)C.Cl.Cl.[CH3:12][C@H:13]1[C:21]2[C:20]([N:22]3[CH2:27][CH2:26][NH:25][CH2:24][CH2:23]3)=[N:19][CH:18]=[N:17][C:16]=2[C:15]([CH3:29])([OH:28])[CH2:14]1.[C:30]([O:34][C:35]([N:37]([CH:50]([CH3:52])[CH3:51])[CH2:38][CH:39]([C:43]1[CH:48]=[CH:47][C:46]([Cl:49])=[CH:45][CH:44]=1)[C:40](O)=[O:41])=[O:36])([CH3:33])([CH3:32])[CH3:31], predict the reaction product. The product is: [Cl:49][C:46]1[CH:47]=[CH:48][C:43]([CH:39]([C:40]([N:25]2[CH2:24][CH2:23][N:22]([C:20]3[C:21]4[C@H:13]([CH3:12])[CH2:14][C:15]([OH:28])([CH3:29])[C:16]=4[N:17]=[CH:18][N:19]=3)[CH2:27][CH2:26]2)=[O:41])[CH2:38][N:37]([CH:50]([CH3:51])[CH3:52])[C:35](=[O:36])[O:34][C:30]([CH3:32])([CH3:31])[CH3:33])=[CH:44][CH:45]=1. (8) Given the reactants [Br:1][C:2]1[CH:3]=[CH:4][C:5]([Cl:19])=[C:6]([C:8]([C:10]2[CH:15]=[CH:14][C:13]([O:16][CH2:17][CH3:18])=[CH:12][CH:11]=2)=O)[CH:7]=1.C([SiH](CC)CC)C.FC(F)(F)S(O)(=O)=O, predict the reaction product. The product is: [Br:1][C:2]1[CH:3]=[CH:4][C:5]([Cl:19])=[C:6]([CH2:8][C:10]2[CH:15]=[CH:14][C:13]([O:16][CH2:17][CH3:18])=[CH:12][CH:11]=2)[CH:7]=1.